From a dataset of Peptide-MHC class I binding affinity with 185,985 pairs from IEDB/IMGT. Regression. Given a peptide amino acid sequence and an MHC pseudo amino acid sequence, predict their binding affinity value. This is MHC class I binding data. The binding affinity (normalized) is 0. The MHC is HLA-A02:03 with pseudo-sequence HLA-A02:03. The peptide sequence is LVNHYFQTR.